From a dataset of Full USPTO retrosynthesis dataset with 1.9M reactions from patents (1976-2016). Predict the reactants needed to synthesize the given product. (1) Given the product [Br:9][C:10]1[CH:15]=[CH:14][C:13]([O:8][CH:6]([CH:3]2[CH2:5][CH2:4]2)[CH3:7])=[CH:12][CH:11]=1, predict the reactants needed to synthesize it. The reactants are: [H-].[Na+].[CH:3]1([CH:6]([OH:8])[CH3:7])[CH2:5][CH2:4]1.[Br:9][C:10]1[CH:15]=[CH:14][C:13](F)=[CH:12][CH:11]=1. (2) Given the product [C:1]([O:5][C:6]([N:8]1[CH2:13][CH2:12][N:11]([C:14]2[CH:19]=[CH:18][C:17]([N:36]3[CH2:37][CH2:38][CH2:39][C@H:34]([O:33][CH3:32])[CH2:35]3)=[CH:16][C:15]=2[CH:21]2[CH2:26][CH2:25][C:24]([CH2:29][CH3:30])([CH2:27][CH3:28])[CH2:23][CH2:22]2)[CH2:10][CH2:9]1)=[O:7])([CH3:4])([CH3:3])[CH3:2], predict the reactants needed to synthesize it. The reactants are: [C:1]([O:5][C:6]([N:8]1[CH2:13][CH2:12][N:11]([C:14]2[CH:19]=[CH:18][C:17](Br)=[CH:16][C:15]=2[CH:21]2[CH2:26][CH2:25][C:24]([CH2:29][CH3:30])([CH2:27][CH3:28])[CH2:23][CH2:22]2)[CH2:10][CH2:9]1)=[O:7])([CH3:4])([CH3:3])[CH3:2].Cl.[CH3:32][O:33][C@H:34]1[CH2:39][CH2:38][CH2:37][NH:36][CH2:35]1.CC(C)([O-])C.[Na+].F[B-](F)(F)F.C([PH+](C(C)(C)C)C(C)(C)C)(C)(C)C. (3) Given the product [CH2:32]([S:29]([N:26]1[CH2:27][CH2:28][CH:23]([C:14]2[C:13]3[C:17](=[C:18]([C:20]([NH2:22])=[O:21])[CH:19]=[C:11]([C:8]4[CH:7]=[C:6]([CH2:5][N:3]([CH3:4])[CH2:1][CH2:2][CH3:34])[S:10][CH:9]=4)[CH:12]=3)[NH:16][CH:15]=2)[CH2:24][CH2:25]1)(=[O:30])=[O:31])[CH3:33], predict the reactants needed to synthesize it. The reactants are: [CH2:1]([N:3]([CH2:5][C:6]1[S:10][CH:9]=[C:8]([C:11]2[CH:12]=[C:13]3[C:17](=[C:18]([C:20]([NH2:22])=[O:21])[CH:19]=2)[NH:16][CH:15]=[C:14]3[CH:23]2[CH2:28][CH2:27][N:26]([S:29]([CH2:32][CH3:33])(=[O:31])=[O:30])[CH2:25][CH2:24]2)[CH:7]=1)[CH3:4])[CH3:2].[CH2:34](C1CCCN1)CC. (4) Given the product [OH:55][C:10]1[N:9]=[CH:8][N:7]2[CH2:4][CH2:3][C@@H:2]([C:30]3[CH:31]=[C:32]4[C:37](=[CH:38][CH:39]=3)[CH:36]=[C:35]([C:40]([NH:42][CH3:43])=[O:41])[CH:34]=[CH:33]4)[C:6]=12, predict the reactants needed to synthesize it. The reactants are: O[C@@:2]([C:30]1[CH:31]=[C:32]2[C:37](=[CH:38][CH:39]=1)[CH:36]=[C:35]([C:40]([NH:42][CH3:43])=[O:41])[CH:34]=[CH:33]2)([C:6]1[N:7]=[CH:8][N:9](C(C2C=CC=CC=2)(C2C=CC=CC=2)C2C=CC=CC=2)[CH:10]=1)[CH2:3][CH2:4]O.C(N(C(C)C)C(C)C)C.CS(Cl)(=O)=[O:55].C(=O)([O-])[O-].[Na+].[Na+]. (5) Given the product [ClH:38].[NH:21]1[CH2:20][CH2:19][CH:18]([S:15]([N:12]2[CH2:11][CH2:10][CH:9]([O:8][C:7]3[CH:34]=[CH:35][C:4]([O:3][C:2]([F:1])([F:37])[F:36])=[CH:5][CH:6]=3)[CH2:14][CH2:13]2)(=[O:16])=[O:17])[CH2:23][CH2:22]1, predict the reactants needed to synthesize it. The reactants are: [F:1][C:2]([F:37])([F:36])[O:3][C:4]1[CH:35]=[CH:34][C:7]([O:8][CH:9]2[CH2:14][CH2:13][N:12]([S:15]([CH:18]3[CH2:23][CH2:22][N:21](C(OCC4C=CC=CC=4)=O)[CH2:20][CH2:19]3)(=[O:17])=[O:16])[CH2:11][CH2:10]2)=[CH:6][CH:5]=1.[ClH:38]. (6) Given the product [OH:28][C:27]([C:22]1[CH:21]=[CH:20][C:19]2[C:24](=[CH:25][CH:26]=[C:17]([C:15]([NH:14][CH3:13])=[O:16])[CH:18]=2)[CH:23]=1)([C:29]1[N:30]=[CH:31][N:32]([C:34]([C:35]2[CH:40]=[CH:39][CH:38]=[CH:37][CH:36]=2)([C:41]2[CH:42]=[CH:43][CH:44]=[CH:45][CH:46]=2)[C:47]2[CH:52]=[CH:51][CH:50]=[CH:49][CH:48]=2)[CH:33]=1)[CH2:56][C:55]([O:58][CH2:59][CH3:60])=[O:57], predict the reactants needed to synthesize it. The reactants are: C(NC(C)C)(C)C.C([Li])CCC.[CH3:13][NH:14][C:15]([C:17]1[CH:26]=[CH:25][C:24]2[C:19](=[CH:20][CH:21]=[C:22]([C:27]([C:29]3[N:30]=[CH:31][N:32]([C:34]([C:47]4[CH:52]=[CH:51][CH:50]=[CH:49][CH:48]=4)([C:41]4[CH:46]=[CH:45][CH:44]=[CH:43][CH:42]=4)[C:35]4[CH:40]=[CH:39][CH:38]=[CH:37][CH:36]=4)[CH:33]=3)=[O:28])[CH:23]=2)[CH:18]=1)=[O:16].[Cl-].[NH4+].[C:55]([O:58][CH2:59][CH3:60])(=[O:57])[CH3:56].